From a dataset of Forward reaction prediction with 1.9M reactions from USPTO patents (1976-2016). Predict the product of the given reaction. (1) Given the reactants [Br:1][C:2]1[C:3]([N:11]2[CH2:16][CH2:15][N:14]([C:17](=[O:35])[C@H:18]([NH:27]C(=O)OC(C)(C)C)[CH2:19][C:20]3[CH:25]=[CH:24][C:23]([Cl:26])=[CH:22][CH:21]=3)[CH2:13][CH2:12]2)=[C:4]2[CH:10]=[CH:9][NH:8][C:5]2=[N:6][CH:7]=1.C(O)(C(F)(F)F)=O, predict the reaction product. The product is: [NH2:27][C@H:18]([CH2:19][C:20]1[CH:25]=[CH:24][C:23]([Cl:26])=[CH:22][CH:21]=1)[C:17]([N:14]1[CH2:15][CH2:16][N:11]([C:3]2[C:2]([Br:1])=[CH:7][N:6]=[C:5]3[NH:8][CH:9]=[CH:10][C:4]=23)[CH2:12][CH2:13]1)=[O:35]. (2) The product is: [Cl:1][C:2]1[S:6][C:5]([C:7]([NH:9][CH2:10][C:11]2[N:12]=[CH:13][N:14]([C:16]3[CH:21]=[CH:20][C:19]([N:25]4[CH:26]=[CH:27][C:28]([OH:30])=[CH:29][C:24]4=[O:23])=[CH:18][CH:17]=3)[CH:15]=2)=[O:8])=[CH:4][CH:3]=1. Given the reactants [Cl:1][C:2]1[S:6][C:5]([C:7]([NH:9][CH2:10][C:11]2[N:12]=[CH:13][N:14]([C:16]3[CH:21]=[CH:20][C:19](I)=[CH:18][CH:17]=3)[CH:15]=2)=[O:8])=[CH:4][CH:3]=1.[OH:23][C:24]1[CH:29]=[C:28]([OH:30])[CH:27]=[CH:26][N:25]=1.OC1C=CC=C2C=1N=CC=C2.C([O-])([O-])=O.[K+].[K+], predict the reaction product.